From a dataset of Peptide-MHC class II binding affinity with 134,281 pairs from IEDB. Regression. Given a peptide amino acid sequence and an MHC pseudo amino acid sequence, predict their binding affinity value. This is MHC class II binding data. (1) The peptide sequence is LSLCNKIKGLKVFNT. The MHC is DRB1_0405 with pseudo-sequence DRB1_0405. The binding affinity (normalized) is 0.0892. (2) The peptide sequence is TPAAPAGAEPAGKAT. The MHC is DRB1_1501 with pseudo-sequence DRB1_1501. The binding affinity (normalized) is 0.103. (3) The peptide sequence is MVLSDGSDPDMHMTR. The MHC is DRB1_0101 with pseudo-sequence DRB1_0101. The binding affinity (normalized) is 0.372. (4) The peptide sequence is KNVLKVGRLSAEELM. The MHC is DRB1_0401 with pseudo-sequence DRB1_0401. The binding affinity (normalized) is 0. (5) The peptide sequence is LPADLMIRIIAQGPK. The MHC is DRB3_0101 with pseudo-sequence DRB3_0101. The binding affinity (normalized) is 0.422.